The task is: Regression/Classification. Given a drug SMILES string, predict its absorption, distribution, metabolism, or excretion properties. Task type varies by dataset: regression for continuous measurements (e.g., permeability, clearance, half-life) or binary classification for categorical outcomes (e.g., BBB penetration, CYP inhibition). Dataset: b3db_classification.. This data is from Blood-brain barrier permeability classification from the B3DB database. The compound is CN(C(=O)CNC1CC1)c1ccc(Cl)cc1C(=O)c1ccccc1Cl. The result is 1 (penetrates BBB).